From a dataset of Forward reaction prediction with 1.9M reactions from USPTO patents (1976-2016). Predict the product of the given reaction. (1) Given the reactants [C:1]([O:4]/[N:5]=[C:6](\[NH2:16])/[CH2:7][C:8]1[CH:13]=[C:12]([Cl:14])[CH:11]=[CH:10][C:9]=1[Br:15])(=O)[CH3:2].ClC(Cl)(Cl)C(Cl)(Cl)Cl.C1(C)C=CC=CC=1, predict the reaction product. The product is: [Br:15][C:9]1[CH:10]=[CH:11][C:12]([Cl:14])=[CH:13][C:8]=1[CH2:7][C:6]1[N:16]=[C:1]([CH3:2])[O:4][N:5]=1. (2) Given the reactants [CH3:1][C:2]1([OH:8])[CH2:7][CH2:6][O:5][CH2:4][CH2:3]1.C(OC(C)C)(C)C.[C:16]([O:21][CH2:22][CH2:23][N:24]=[C:25]=[O:26])(=[O:20])[C:17]([CH3:19])=[CH2:18].CS(O)(=O)=O.C([O-])(O)=O.[Na+], predict the reaction product. The product is: [C:16]([O:21][CH2:22][CH2:23][NH:24][C:25](=[O:26])[O:8][C:2]1([CH3:1])[CH2:7][CH2:6][O:5][CH2:4][CH2:3]1)(=[O:20])[C:17]([CH3:19])=[CH2:18].